This data is from NCI-60 drug combinations with 297,098 pairs across 59 cell lines. The task is: Regression. Given two drug SMILES strings and cell line genomic features, predict the synergy score measuring deviation from expected non-interaction effect. (1) Drug 1: CC1C(C(CC(O1)OC2CC(OC(C2O)C)OC3=CC4=CC5=C(C(=O)C(C(C5)C(C(=O)C(C(C)O)O)OC)OC6CC(C(C(O6)C)O)OC7CC(C(C(O7)C)O)OC8CC(C(C(O8)C)O)(C)O)C(=C4C(=C3C)O)O)O)O. Drug 2: C1CN(P(=O)(OC1)NCCCl)CCCl. Cell line: TK-10. Synergy scores: CSS=19.9, Synergy_ZIP=-0.287, Synergy_Bliss=1.12, Synergy_Loewe=-44.6, Synergy_HSA=1.58. (2) Drug 1: C1C(C(OC1N2C=C(C(=O)NC2=O)F)CO)O. Drug 2: CCN(CC)CCNC(=O)C1=C(NC(=C1C)C=C2C3=C(C=CC(=C3)F)NC2=O)C. Cell line: NCIH23. Synergy scores: CSS=14.7, Synergy_ZIP=-4.78, Synergy_Bliss=-3.04, Synergy_Loewe=-38.8, Synergy_HSA=-1.83. (3) Drug 1: C1=CC(=C2C(=C1NCCNCCO)C(=O)C3=C(C=CC(=C3C2=O)O)O)NCCNCCO. Drug 2: CN(C)N=NC1=C(NC=N1)C(=O)N. Cell line: COLO 205. Synergy scores: CSS=59.2, Synergy_ZIP=13.9, Synergy_Bliss=9.39, Synergy_Loewe=-4.07, Synergy_HSA=10.2. (4) Drug 1: CC1CCC2CC(C(=CC=CC=CC(CC(C(=O)C(C(C(=CC(C(=O)CC(OC(=O)C3CCCCN3C(=O)C(=O)C1(O2)O)C(C)CC4CCC(C(C4)OC)O)C)C)O)OC)C)C)C)OC. Drug 2: C#CCC(CC1=CN=C2C(=N1)C(=NC(=N2)N)N)C3=CC=C(C=C3)C(=O)NC(CCC(=O)O)C(=O)O. Cell line: MALME-3M. Synergy scores: CSS=6.38, Synergy_ZIP=-4.94, Synergy_Bliss=-3.72, Synergy_Loewe=-1.08, Synergy_HSA=-1.04.